Predict the product of the given reaction. From a dataset of Forward reaction prediction with 1.9M reactions from USPTO patents (1976-2016). (1) Given the reactants C([O:8][C:9]1[C:14]([CH2:15][N:16]2[C:22](=[O:23])[C:21]3[C:24]([CH3:33])=[C:25]([O:29][CH:30]([CH3:32])[CH3:31])[CH:26]=[C:27](Br)[C:20]=3[O:19][CH2:18][CH2:17]2)=[C:13]([CH3:34])[CH:12]=[C:11]([CH3:35])[N:10]=1)C1C=CC=CC=1.FC(F)(F)C(O)=O.[CH3:43][N:44](C)C(=O)C, predict the reaction product. The product is: [CH3:34][C:13]1[CH:12]=[C:11]([CH3:35])[NH:10][C:9](=[O:8])[C:14]=1[CH2:15][N:16]1[C:22](=[O:23])[C:21]2[C:24]([CH3:33])=[C:25]([O:29][CH:30]([CH3:32])[CH3:31])[CH:26]=[C:27]([C:43]#[N:44])[C:20]=2[O:19][CH2:18][CH2:17]1. (2) Given the reactants Br[CH2:2][C:3]1[CH:8]=[CH:7][C:6]([C:9]2[O:10][C:11]3[C:17]([C:18]([O:20][CH3:21])=[O:19])=[CH:16][CH:15]=[CH:14][C:12]=3[N:13]=2)=[CH:5][CH:4]=1.[CH3:22][O:23][NH2:24], predict the reaction product. The product is: [CH3:22][O:23][NH:24][CH2:2][C:3]1[CH:8]=[CH:7][C:6]([C:9]2[O:10][C:11]3[C:17]([C:18]([O:20][CH3:21])=[O:19])=[CH:16][CH:15]=[CH:14][C:12]=3[N:13]=2)=[CH:5][CH:4]=1. (3) Given the reactants [C:1]([O:5][C:6](=[O:20])[NH:7][CH2:8][CH2:9][N:10]1[C:18]2[C:17](Cl)=[N:16][CH:15]=[N:14][C:13]=2[CH:12]=[CH:11]1)([CH3:4])([CH3:3])[CH3:2].[N:21]1[CH:26]=[CH:25][CH:24]=[CH:23][C:22]=1[CH2:27][N:28]1[C:36]2[C:31](=[CH:32][C:33]([NH2:37])=[CH:34][CH:35]=2)[CH:30]=[CH:29]1.C(=O)(O)[O-].[Na+], predict the reaction product. The product is: [C:1]([O:5][C:6](=[O:20])[NH:7][CH2:8][CH2:9][N:10]1[C:18]2[C:17]([NH:37][C:33]3[CH:32]=[C:31]4[C:36](=[CH:35][CH:34]=3)[N:28]([CH2:27][C:22]3[CH:23]=[CH:24][CH:25]=[CH:26][N:21]=3)[CH:29]=[CH:30]4)=[N:16][CH:15]=[N:14][C:13]=2[CH:12]=[CH:11]1)([CH3:4])([CH3:3])[CH3:2]. (4) Given the reactants [CH:1]1([C:5](Cl)=[O:6])[CH2:4][CH2:3][CH2:2]1.Cl.[CH3:9][C:10]1[O:14][N:13]=[CH:12][C:11]=1[NH2:15], predict the reaction product. The product is: [CH3:9][C:10]1[O:14][N:13]=[CH:12][C:11]=1[NH:15][C:5]([CH:1]1[CH2:4][CH2:3][CH2:2]1)=[O:6]. (5) The product is: [Cl:1][C:2]1[C:7]([CH:8]=[N:16][OH:17])=[C:6]([Cl:10])[N:5]=[CH:4][N:3]=1. Given the reactants [Cl:1][C:2]1[C:7]([CH:8]=O)=[C:6]([Cl:10])[N:5]=[CH:4][N:3]=1.CC([O-])=O.[Na+].[NH2:16][OH:17].Cl, predict the reaction product. (6) Given the reactants I[C:2]1[CH:7]=[CH:6][C:5]([O:8][CH3:9])=[CH:4][N:3]=1.OB(O)[C:12]1[CH:13]=[C:14]2[C:18](=[CH:19][CH:20]=1)[N:17]([S:21]([C:24]1[CH:31]=[CH:30][C:27]([C:28]#[N:29])=[CH:26][CH:25]=1)(=[O:23])=[O:22])[CH2:16][CH2:15]2.C(=O)([O-])[O-].[Cs+].[Cs+], predict the reaction product. The product is: [CH3:9][O:8][C:5]1[CH:6]=[CH:7][C:2]([C:12]2[CH:13]=[C:14]3[C:18](=[CH:19][CH:20]=2)[N:17]([S:21]([C:24]2[CH:31]=[CH:30][C:27]([C:28]#[N:29])=[CH:26][CH:25]=2)(=[O:23])=[O:22])[CH2:16][CH2:15]3)=[N:3][CH:4]=1.